Dataset: Full USPTO retrosynthesis dataset with 1.9M reactions from patents (1976-2016). Task: Predict the reactants needed to synthesize the given product. (1) Given the product [C:20]([C:22]1[CH:23]=[C:24]([CH:28]=[C:29]([CH:33]([CH3:35])[CH3:34])[C:30]=1[O:31][CH3:32])[C:25]([N:3]1[C:4]2[CH:9]=[CH:8][CH:7]=[CH:6][C:5]=2[S:1][CH2:2]1)=[O:26])#[N:21], predict the reactants needed to synthesize it. The reactants are: [S:1]1[C:5]2[CH:6]=[CH:7][CH:8]=[CH:9][C:4]=2[NH:3][CH2:2]1.NC1C=CC=CC=1S.C=O.[C:20]([C:22]1[CH:23]=[C:24]([CH:28]=[C:29]([CH:33]([CH3:35])[CH3:34])[C:30]=1[O:31][CH3:32])[C:25](Cl)=[O:26])#[N:21]. (2) Given the product [Br:1][C:2]1[CH:7]=[CH:6][C:5]([CH:8]2[C:12](=[O:13])[CH:11]=[CH:10][C:9]2=[O:14])=[C:4]([CH2:15][CH3:16])[CH:3]=1, predict the reactants needed to synthesize it. The reactants are: [Br:1][C:2]1[CH:7]=[CH:6][C:5]([CH:8]2[C:12](=[O:13])[CH:11]=[CH:10][CH:9]2[OH:14])=[C:4]([CH2:15][CH3:16])[CH:3]=1.S(=O)(=O)(O)O.C(O)(C)C. (3) The reactants are: C([Li])CCC.[Cl:6][C:7]1[N:8]=[C:9]2[CH:14]=[CH:13][CH:12]=[CH:11][N:10]2[CH:15]=1.[C:16](Cl)(=[O:20])[O:17][CH2:18][CH3:19]. Given the product [Cl:6][C:7]1[N:8]=[C:9]2[CH:14]=[CH:13][CH:12]=[CH:11][N:10]2[C:15]=1[C:16]([O:17][CH2:18][CH3:19])=[O:20], predict the reactants needed to synthesize it. (4) Given the product [N:34]1[NH:37][N:38]=[N:39][C:33]=1[C:32]1[CH:31]=[CH:30][C:29]([CH:24]2[CH2:25][CH2:26][CH2:27][CH2:28][N:23]2[CH2:22][C:3]2[C:2]([CH3:1])=[CH:10][C:9]([CH3:11])=[C:8]3[C:4]=2[CH:5]=[CH:6][N:7]3[S:12]([C:15]2[CH:16]=[CH:17][C:18]([CH3:19])=[CH:20][CH:21]=2)(=[O:13])=[O:14])=[CH:36][CH:35]=1, predict the reactants needed to synthesize it. The reactants are: [CH3:1][C:2]1[C:3]([CH2:22][N:23]2[CH2:28][CH2:27][CH2:26][CH2:25][CH:24]2[C:29]2[CH:36]=[CH:35][C:32]([C:33]#[N:34])=[CH:31][CH:30]=2)=[C:4]2[C:8](=[C:9]([CH3:11])[CH:10]=1)[N:7]([S:12]([C:15]1[CH:21]=[CH:20][C:18]([CH3:19])=[CH:17][CH:16]=1)(=[O:14])=[O:13])[CH:6]=[CH:5]2.[N-:37]=[N+:38]=[N-:39].[Na+].Cl.C(N(CC)CC)C.CC(O)=O.